Dataset: Forward reaction prediction with 1.9M reactions from USPTO patents (1976-2016). Task: Predict the product of the given reaction. (1) Given the reactants Cl.[N:2]1([CH2:8][C:9]([OH:11])=O)[CH2:7][CH2:6][O:5][CH2:4][CH2:3]1.[NH2:12][C@@H:13]([CH2:31][O:32][CH2:33][C:34]1[CH:39]=[CH:38][C:37]([F:40])=[CH:36][CH:35]=1)[C:14]([NH:16][C:17]1[CH:22]=[CH:21][C:20]([O:23][C:24]2[CH:29]=[CH:28][C:27]([F:30])=[CH:26][CH:25]=2)=[CH:19][CH:18]=1)=[O:15], predict the reaction product. The product is: [F:40][C:37]1[CH:38]=[CH:39][C:34]([CH2:33][O:32][CH2:31][C@H:13]([NH:12][C:9](=[O:11])[CH2:8][N:2]2[CH2:3][CH2:4][O:5][CH2:6][CH2:7]2)[C:14]([NH:16][C:17]2[CH:22]=[CH:21][C:20]([O:23][C:24]3[CH:29]=[CH:28][C:27]([F:30])=[CH:26][CH:25]=3)=[CH:19][CH:18]=2)=[O:15])=[CH:35][CH:36]=1. (2) Given the reactants [C:1]([O:5][C:6]([N:8]1[C:16]2[C:11](=[CH:12][C:13](I)=[CH:14][CH:15]=2)[CH:10]=[CH:9]1)=[O:7])([CH3:4])([CH3:3])[CH3:2].[CH3:18][N:19]1[CH2:24][CH2:23][NH:22][CH2:21][CH2:20]1.C(=O)([O-])[O-].[Cs+].[Cs+].O, predict the reaction product. The product is: [C:1]([O:5][C:6]([N:8]1[C:16]2[C:11](=[CH:12][C:13]([N:22]3[CH2:23][CH2:24][N:19]([CH3:18])[CH2:20][CH2:21]3)=[CH:14][CH:15]=2)[CH:10]=[CH:9]1)=[O:7])([CH3:4])([CH3:3])[CH3:2]. (3) Given the reactants [NH2:1][C:2]1[N:3]=[C:4]([NH:17][CH:18]2[CH2:23][CH2:22][N:21]([S:24]([C:27]3[CH:28]=NC(Cl)=NC=3)(=[O:26])=[O:25])[CH2:20][CH2:19]2)[S:5][C:6]=1[C:7]([C:9]1[C:14]([F:15])=[CH:13][CH:12]=[CH:11][C:10]=1[F:16])=[O:8].[Br:34][C:35]1[N:36](C)C=[C:38](S(Cl)(=O)=O)[N:39]=1, predict the reaction product. The product is: [NH2:1][C:2]1[N:3]=[C:4]([NH:17][CH:18]2[CH2:19][CH2:20][N:21]([S:24]([C:27]3[N:36]=[C:35]([Br:34])[N:39]([CH3:38])[CH:28]=3)(=[O:25])=[O:26])[CH2:22][CH2:23]2)[S:5][C:6]=1[C:7]([C:9]1[C:10]([F:16])=[CH:11][CH:12]=[CH:13][C:14]=1[F:15])=[O:8]. (4) Given the reactants [F:1][C:2]1[CH:7]=[C:6]([F:8])[CH:5]=[CH:4][C:3]=1[N:9]1[CH:18]([C:19]([OH:21])=O)[C:17]2[C:13]3=[C:14]([C:22](=[O:26])[N:23]([CH3:25])[CH:24]=[C:12]3[C:11]3[CH:27]=[C:28]([CH2:31][S:32]([CH3:35])(=[O:34])=[O:33])[CH:29]=[CH:30][C:10]1=3)[NH:15][CH:16]=2.[NH2:36][CH2:37][CH2:38][C:39]#[N:40].CN(C(ON1N=NC2C=CC=NC1=2)=[N+](C)C)C.F[P-](F)(F)(F)(F)F, predict the reaction product. The product is: [C:37]([CH2:38][CH2:39][NH:40][C:19]([CH:18]1[C:17]2[C:13]3=[C:14]([C:22](=[O:26])[N:23]([CH3:25])[CH:24]=[C:12]3[C:11]3[CH:27]=[C:28]([CH2:31][S:32]([CH3:35])(=[O:34])=[O:33])[CH:29]=[CH:30][C:10]=3[N:9]1[C:3]1[CH:4]=[CH:5][C:6]([F:8])=[CH:7][C:2]=1[F:1])[NH:15][CH:16]=2)=[O:21])#[N:36]. (5) Given the reactants [C:1]([CH:3]([C:7](=[S:25])[NH:8][C:9]1[CH:14]=[CH:13][C:12]([O:15][C:16]2[CH:21]=[C:20]([Cl:22])[CH:19]=[CH:18][C:17]=2[Cl:23])=[C:11]([F:24])[CH:10]=1)[C:4]([NH2:6])=[O:5])#[N:2].BrBr, predict the reaction product. The product is: [Cl:23][C:17]1[CH:18]=[CH:19][C:20]([Cl:22])=[CH:21][C:16]=1[O:15][C:12]1[CH:13]=[CH:14][C:9]([NH:8][C:7]2[S:25][N:6]=[C:4]([OH:5])[C:3]=2[C:1]#[N:2])=[CH:10][C:11]=1[F:24].